Task: Binary Classification. Given a drug SMILES string, predict its activity (active/inactive) in a high-throughput screening assay against a specified biological target.. Dataset: Cav3 T-type calcium channel HTS with 100,875 compounds The compound is S(CC(=O)c1ccc(F)cc1)c1ncccc1. The result is 0 (inactive).